From a dataset of Full USPTO retrosynthesis dataset with 1.9M reactions from patents (1976-2016). Predict the reactants needed to synthesize the given product. (1) The reactants are: [CH3:1][O:2][C:3](=[O:37])[C@@H:4]([NH:14][C:15]([C:17]1[S:18][C:19]([C:24](=[O:36])[NH:25][CH2:26][C:27]2[CH:35]=[CH:34][CH:33]=[C:32]3[C:28]=2[CH:29]=[N:30][NH:31]3)=[CH:20][C:21]=1[CH2:22][CH3:23])=[O:16])[CH2:5][NH:6]C(OC(C)(C)C)=O.[C:38]([OH:44])([C:40]([F:43])([F:42])[F:41])=[O:39]. Given the product [F:41][C:40]([F:43])([F:42])[C:38]([OH:44])=[O:39].[CH3:1][O:2][C:3](=[O:37])[C@@H:4]([NH:14][C:15]([C:17]1[S:18][C:19]([C:24](=[O:36])[NH:25][CH2:26][C:27]2[CH:35]=[CH:34][CH:33]=[C:32]3[C:28]=2[CH:29]=[N:30][NH:31]3)=[CH:20][C:21]=1[CH2:22][CH3:23])=[O:16])[CH2:5][NH2:6], predict the reactants needed to synthesize it. (2) Given the product [NH4+:5].[OH-:34].[NH2:5][CH2:6][CH2:7][CH2:8][N:9]1[C:18]2[C:13](=[CH:14][CH:15]=[CH:16][CH:17]=2)[CH2:12][CH:11]([CH2:19][N:20]2[CH2:25][CH2:24][C:23]3([C:33]4[C:28](=[CH:29][CH:30]=[CH:31][CH:32]=4)[CH2:27][CH2:26]3)[CH2:22][CH2:21]2)[C:10]1=[O:34], predict the reactants needed to synthesize it. The reactants are: C1(=O)[N:5]([CH2:6][CH2:7][CH2:8][N:9]2[C:18]3[C:13](=[CH:14][CH:15]=[CH:16][CH:17]=3)[CH2:12][CH:11]([CH2:19][N:20]3[CH2:25][CH2:24][C:23]4([C:33]5[C:28](=[CH:29][CH:30]=[CH:31][CH:32]=5)[CH2:27][CH2:26]4)[CH2:22][CH2:21]3)[C:10]2=[O:34])C(=O)C2=CC=CC=C12.NN. (3) Given the product [C:8]([C:7]1[C:2]([O:13][CH3:12])=[N:3][C:4]([CH3:11])=[CH:5][C:6]=1[CH3:10])#[N:9], predict the reactants needed to synthesize it. The reactants are: Cl[C:2]1[C:7]([C:8]#[N:9])=[C:6]([CH3:10])[CH:5]=[C:4]([CH3:11])[N:3]=1.[CH3:12][O-:13].[Na+]. (4) Given the product [F:26][C:22]1[CH:21]=[C:20]([C:9]2[CH:17]=[CH:16][CH:15]=[C:14]3[C:10]=2[CH2:11][C:12](=[O:27])[NH:13]3)[CH:25]=[CH:24][CH:23]=1, predict the reactants needed to synthesize it. The reactants are: CC1(C)C(C)(C)OB([C:9]2[CH:17]=[CH:16][CH:15]=[C:14]3[C:10]=2[CH:11]=[CH:12][NH:13]3)O1.Br[C:20]1[CH:21]=[C:22]([F:26])[CH:23]=[CH:24][CH:25]=1.[OH-:27].[Na+]. (5) Given the product [CH2:1]([O:3][C:4]1[CH:17]=[CH:16][C:7](/[CH:8]=[C:9]2/[C:10](=[O:15])[N:11]([CH2:24][C:19]3[CH:20]=[CH:21][CH:22]=[CH:23][N:18]=3)[C:12](=[O:14])[S:13]/2)=[CH:6][CH:5]=1)[CH3:2], predict the reactants needed to synthesize it. The reactants are: [CH2:1]([O:3][C:4]1[CH:17]=[CH:16][C:7](/[CH:8]=[C:9]2/[C:10](=[O:15])[NH:11][C:12](=[O:14])[S:13]/2)=[CH:6][CH:5]=1)[CH3:2].[N:18]1[CH:23]=[CH:22][CH:21]=[CH:20][C:19]=1[CH2:24]Cl.Cl.[I-].[Na+].C(=O)([O-])[O-].[K+].[K+].C(OC1C=CC(/C=C2/C(=O)N(CCC)C(=O)S/2)=CC=1)C. (6) Given the product [C:1]([O:5][C:6]([N:8]1[CH2:12][CH2:11][C@H:10]([O:13][S:22]([CH3:21])(=[O:24])=[O:23])[CH2:9]1)=[O:7])([CH3:4])([CH3:2])[CH3:3], predict the reactants needed to synthesize it. The reactants are: [C:1]([O:5][C:6]([N:8]1[CH2:12][CH2:11][C@H:10]([OH:13])[CH2:9]1)=[O:7])([CH3:4])([CH3:3])[CH3:2].C(N(CC)CC)C.[CH3:21][S:22](Cl)(=[O:24])=[O:23].O.